This data is from Catalyst prediction with 721,799 reactions and 888 catalyst types from USPTO. The task is: Predict which catalyst facilitates the given reaction. (1) The catalyst class is: 1. Product: [Br:1][C:2]1[CH:3]=[C:4]([CH3:12])[C:5]([CH3:11])=[C:6]([CH:10]=1)[C:7]([O:9][CH3:15])=[O:8]. Reactant: [Br:1][C:2]1[CH:3]=[C:4]([CH3:12])[C:5]([CH3:11])=[C:6]([CH:10]=1)[C:7]([OH:9])=[O:8].[N+](=[CH2:15])=[N-]. (2) Reactant: [Cl:1][C:2]1[CH:7]=[CH:6][C:5]([N+:8]([O-])=O)=[C:4]([S:11][C:12]2[CH:17]=[CH:16][C:15]([S:18]([CH2:21][CH3:22])(=[O:20])=[O:19])=[CH:14][C:13]=2[Cl:23])[CH:3]=1.[OH-].[Na+]. Product: [Cl:1][C:2]1[CH:7]=[CH:6][C:5]([NH2:8])=[C:4]([S:11][C:12]2[CH:17]=[CH:16][C:15]([S:18]([CH2:21][CH3:22])(=[O:20])=[O:19])=[CH:14][C:13]=2[Cl:23])[CH:3]=1. The catalyst class is: 15.